Dataset: Full USPTO retrosynthesis dataset with 1.9M reactions from patents (1976-2016). Task: Predict the reactants needed to synthesize the given product. (1) Given the product [C:20]([C:15]1[CH:16]=[C:17]2[C:12](=[C:13]([F:24])[CH:14]=1)[C:11](=[O:25])[N:10]([C:6]1[CH:5]=[N:4][CH:3]=[C:2]([C:31]3[CH:30]=[C:29]([NH:42][C:43]4[CH:48]=[CH:47][C:46]([N:49]5[CH2:54][CH2:53][N:52]([CH:55]6[CH2:56][O:57][CH2:58]6)[CH2:51][C@@H:50]5[CH3:59])=[CH:45][N:44]=4)[C:28](=[O:60])[N:27]([CH3:26])[CH:32]=3)[C:7]=1[CH:8]=[O:9])[N:19]=[CH:18]2)([CH3:23])([CH3:22])[CH3:21], predict the reactants needed to synthesize it. The reactants are: Br[C:2]1[CH:3]=[N:4][CH:5]=[C:6]([N:10]2[N:19]=[CH:18][C:17]3[C:12](=[C:13]([F:24])[CH:14]=[C:15]([C:20]([CH3:23])([CH3:22])[CH3:21])[CH:16]=3)[C:11]2=[O:25])[C:7]=1[CH:8]=[O:9].[CH3:26][N:27]1[CH:32]=[C:31](B2OC(C)(C)C(C)(C)O2)[CH:30]=[C:29]([NH:42][C:43]2[CH:48]=[CH:47][C:46]([N:49]3[CH2:54][CH2:53][N:52]([CH:55]4[CH2:58][O:57][CH2:56]4)[CH2:51][C@@H:50]3[CH3:59])=[CH:45][N:44]=2)[C:28]1=[O:60].CC([O-])=O.[K+].C(#N)C. (2) Given the product [C:1]([C@@H:3]1[CH2:7][CH2:6][CH2:5][N:4]1[C:8]([C@@H:10]1[C@H:15]2[CH2:16][C@H:12]([C@@H:13]([OH:17])[CH2:14]2)[N:11]1[C:18]([O:20][C:21]([CH3:24])([CH3:23])[CH3:22])=[O:19])=[O:9])#[N:2], predict the reactants needed to synthesize it. The reactants are: [C:1]([C@@H:3]1[CH2:7][CH2:6][CH2:5][N:4]1[C:8]([C@@H:10]1[C@H:15]2[CH2:16][C@H:12]([C:13](=[O:17])[CH2:14]2)[N:11]1[C:18]([O:20][C:21]([CH3:24])([CH3:23])[CH3:22])=[O:19])=[O:9])#[N:2].[BH4-].[Na+].C(O)(=O)CC(CC(O)=O)(C(O)=O)O. (3) Given the product [Cl:38][C:33]1[CH:32]=[C:31]([C:7]2[C:8]([C:27]([F:30])([F:28])[F:29])=[N:9][N:10]([C:11]3[CH:25]=[CH:24][C:14]([C:15]([NH:17][CH:18]([CH3:23])[C:19]([F:21])([F:22])[F:20])=[O:16])=[C:13]([CH3:26])[CH:12]=3)[C:6]=2[S:3][CH3:4])[CH:36]=[C:35]([Cl:37])[CH:34]=1, predict the reactants needed to synthesize it. The reactants are: CS[S:3][CH3:4].N[C:6]1[N:10]([C:11]2[CH:25]=[CH:24][C:14]([C:15]([NH:17][CH:18]([CH3:23])[C:19]([F:22])([F:21])[F:20])=[O:16])=[C:13]([CH3:26])[CH:12]=2)[N:9]=[C:8]([C:27]([F:30])([F:29])[F:28])[C:7]=1[C:31]1[CH:36]=[C:35]([Cl:37])[CH:34]=[C:33]([Cl:38])[CH:32]=1.N(OC(C)(C)C)=O.O. (4) Given the product [NH2:23][C:20]1[CH:21]=[CH:22][C:15]([N:12]2[CH2:11][CH2:10][N:9]([CH:8]([C:5]3[CH:4]=[CH:3][C:2]([Cl:1])=[CH:7][CH:6]=3)[C:26]3[CH:31]=[CH:30][CH:29]=[CH:28][CH:27]=3)[CH2:14][CH2:13]2)=[C:16]([CH:19]=1)[C:17]#[N:18], predict the reactants needed to synthesize it. The reactants are: [Cl:1][C:2]1[CH:7]=[CH:6][C:5]([CH:8]([C:26]2[CH:31]=[CH:30][CH:29]=[CH:28][CH:27]=2)[N:9]2[CH2:14][CH2:13][N:12]([C:15]3[CH:22]=[CH:21][C:20]([N+:23]([O-])=O)=[CH:19][C:16]=3[C:17]#[N:18])[CH2:11][CH2:10]2)=[CH:4][CH:3]=1.[Cl-].[NH4+]. (5) Given the product [CH:28]1([NH:27][C:25](=[O:26])[C:24]2[CH:31]=[CH:32][C:33]([CH3:34])=[C:22]([N:18]3[CH:19]=[CH:20][N:21]=[C:16]([NH:15][C:11]4([C:6]5[CH:7]=[CH:8][CH:9]=[CH:10][C:5]=5[O:4][CH2:3][CH2:2][NH:39][CH2:38][CH2:36][OH:37])[CH2:14][CH2:13][CH2:12]4)[C:17]3=[O:35])[CH:23]=2)[CH2:30][CH2:29]1, predict the reactants needed to synthesize it. The reactants are: Cl[CH2:2][CH2:3][O:4][C:5]1[CH:10]=[CH:9][CH:8]=[CH:7][C:6]=1[C:11]1([NH:15][C:16]2[C:17](=[O:35])[N:18]([C:22]3[CH:23]=[C:24]([CH:31]=[CH:32][C:33]=3[CH3:34])[C:25]([NH:27][CH:28]3[CH2:30][CH2:29]3)=[O:26])[CH:19]=[CH:20][N:21]=2)[CH2:14][CH2:13][CH2:12]1.[CH2:36]([CH2:38][NH2:39])[OH:37].